From a dataset of Catalyst prediction with 721,799 reactions and 888 catalyst types from USPTO. Predict which catalyst facilitates the given reaction. (1) Reactant: [N:1]1([C:10]2[O:11][C:12]3[CH:18]=[C:17]([CH2:19][C:20]([O:22]C)=[O:21])[CH:16]=[CH:15][C:13]=3[N:14]=2)[C:9]2[C:4](=[CH:5][CH:6]=[CH:7][CH:8]=2)[CH2:3][CH2:2]1.[OH-].[Na+]. Product: [N:1]1([C:10]2[O:11][C:12]3[CH:18]=[C:17]([CH2:19][C:20]([OH:22])=[O:21])[CH:16]=[CH:15][C:13]=3[N:14]=2)[C:9]2[C:4](=[CH:5][CH:6]=[CH:7][CH:8]=2)[CH2:3][CH2:2]1. The catalyst class is: 36. (2) Reactant: [CH3:1][O:2][C:3]1[CH:11]=[CH:10][C:6]([C:7](Cl)=[O:8])=[CH:5][CH:4]=1.C(N(CC)CC)C.[CH2:19]([O:21][C:22]([CH:24]1[CH2:28][CH2:27][NH:26][CH2:25]1)=[O:23])[CH3:20]. Product: [CH2:19]([O:21][C:22]([CH:24]1[CH2:28][CH2:27][N:26]([C:7](=[O:8])[C:6]2[CH:10]=[CH:11][C:3]([O:2][CH3:1])=[CH:4][CH:5]=2)[CH2:25]1)=[O:23])[CH3:20]. The catalyst class is: 1. (3) Reactant: [O:1]1[CH2:6][CH2:5][CH2:4][CH2:3][CH:2]1[O:7][C:8]1[CH:15]=[CH:14][C:11]([CH:12]=O)=[CH:10][CH:9]=1.[CH3:16][C:17]([C:19]1[CH:24]=[C:23]([O:25][CH3:26])[CH:22]=[CH:21][C:20]=1[O:27][CH3:28])=[O:18].O.O.O.O.O.O.O.O.[OH-].[Ba+2].[OH-]. Product: [CH3:28][O:27][C:20]1[CH:21]=[CH:22][C:23]([O:25][CH3:26])=[CH:24][C:19]=1[C:17](=[O:18])[CH:16]=[CH:12][C:11]1[CH:14]=[CH:15][C:8]([O:7][CH:2]2[CH2:3][CH2:4][CH2:5][CH2:6][O:1]2)=[CH:9][CH:10]=1. The catalyst class is: 5. (4) Reactant: [CH:1]([C@H:14]1[O:19][CH2:18][C@@H:17]([NH2:20])[CH2:16][CH2:15]1)([C:8]1[CH:13]=[CH:12][CH:11]=[CH:10][CH:9]=1)[C:2]1[CH:7]=[CH:6][CH:5]=[CH:4][CH:3]=1.[Br:21][C:22]1[CH:29]=[CH:28][C:25]([CH:26]=O)=[CH:24][CH:23]=1.C(O)(=O)C.[BH3-]C#N.[Na+]. Product: [CH:1]([C@H:14]1[O:19][CH2:18][C@@H:17]([NH:20][CH2:26][C:25]2[CH:28]=[CH:29][C:22]([Br:21])=[CH:23][CH:24]=2)[CH2:16][CH2:15]1)([C:8]1[CH:13]=[CH:12][CH:11]=[CH:10][CH:9]=1)[C:2]1[CH:3]=[CH:4][CH:5]=[CH:6][CH:7]=1. The catalyst class is: 525. (5) Reactant: [OH:1][CH:2]1[CH2:11][CH2:10][CH2:9][CH:8]2[C:3]1([C:14]1[CH:19]=[CH:18][CH:17]=[CH:16][CH:15]=1)[CH2:4][CH2:5][C:6](=[O:13])[CH:7]2[CH3:12].[CH2:20](O)[CH2:21][OH:22].O.C1(C)C=CC(S(O)(=O)=O)=CC=1.C1(C)C=CC=CC=1. Product: [CH3:12][CH:7]1[CH:8]2[C:3]([C:14]3[CH:15]=[CH:16][CH:17]=[CH:18][CH:19]=3)([CH:2]([OH:1])[CH2:11][CH2:10][CH2:9]2)[CH2:4][CH2:5][C:6]21[O:22][CH2:21][CH2:20][O:13]2. The catalyst class is: 6.